Dataset: Catalyst prediction with 721,799 reactions and 888 catalyst types from USPTO. Task: Predict which catalyst facilitates the given reaction. (1) Reactant: F[C:2]1[C:7]([F:8])=[CH:6][C:5]([I:9])=[CH:4][N:3]=1.Cl.[NH2:11][C@H:12]1[CH2:17][CH2:16][C@H:15]([OH:18])[CH2:14][CH2:13]1.C([O-])([O-])=O.[Cs+].[Cs+]. Product: [F:8][C:7]1[C:2]([NH:11][C@H:12]2[CH2:17][CH2:16][C@H:15]([OH:18])[CH2:14][CH2:13]2)=[N:3][CH:4]=[C:5]([I:9])[CH:6]=1. The catalyst class is: 12. (2) Reactant: [NH3:1].CO.[CH3:4][S:5][C:6]1[N:7]=[N:8][C:9]([C:23]([O:25]CC)=O)=[C:10]([NH:12][C:13]2[CH:14]=[C:15]3[C:20](=[CH:21][CH:22]=2)[N:19]=[CH:18][CH:17]=[CH:16]3)[N:11]=1. Product: [CH3:4][S:5][C:6]1[N:7]=[N:8][C:9]([C:23]([NH2:1])=[O:25])=[C:10]([NH:12][C:13]2[CH:14]=[C:15]3[C:20](=[CH:21][CH:22]=2)[N:19]=[CH:18][CH:17]=[CH:16]3)[N:11]=1. The catalyst class is: 1. (3) Reactant: S(O)(=O)(=O)C.[CH2:6]1[CH:15]2[CH:10]([CH2:11][CH2:12][CH2:13][CH2:14]2)[CH2:9][CH2:8][NH:7]1.[C:16](=[O:19])([O-:18])[O-].[K+].[K+].[SH:22][C:23]1[C:24]([C:33]([O:35][CH3:36])=[O:34])=[CH:25][C:26]2[C:31]([CH:32]=1)=[CH:30][CH:29]=[CH:28][CH:27]=2.[CH3:37]CCCCC.[C:43]([O:46][CH2:47][CH3:48])(=[O:45])C. The catalyst class is: 21. Product: [CH3:36][O:35][C:33]([C:24]1[C:23]([S:22][C@H:12]2[CH2:13][CH2:14][C@@H:15]3[C@H:10]([CH2:9][C@@H:8]([C:43]([O:46][CH2:47][CH3:48])=[O:45])[N:7]([C:16]([O:18][CH3:37])=[O:19])[CH2:6]3)[CH2:11]2)=[CH:32][C:31]2[C:26]([CH:25]=1)=[CH:27][CH:28]=[CH:29][CH:30]=2)=[O:34].